Predict which catalyst facilitates the given reaction. From a dataset of Catalyst prediction with 721,799 reactions and 888 catalyst types from USPTO. (1) Reactant: [N+:1]([C:4]1[CH:9]=[CH:8][C:7]([CH2:10][NH2:11])=[CH:6][CH:5]=1)([O-:3])=[O:2].[CH3:12][S:13](Cl)(=[O:15])=[O:14]. Product: [N+:1]([C:4]1[CH:5]=[CH:6][C:7]([CH2:10][NH:11][S:13]([CH3:12])(=[O:15])=[O:14])=[CH:8][CH:9]=1)([O-:3])=[O:2]. The catalyst class is: 17. (2) Reactant: [Li+].CC([N-]C(C)C)C.C([Li])CCC.C(NC(C)C)(C)C.[F:21][C:22]1[CH:27]=[CH:26][C:25]([N:28]2[CH2:33][CH2:32][N:31]([S:34]([CH3:37])(=[O:36])=[O:35])[CH2:30][CH2:29]2)=[CH:24][CH:23]=1.[Cl:38][CH2:39][CH2:40][CH2:41][CH2:42][C:43](Cl)=[O:44]. Product: [Cl:38][CH2:39][CH2:40][CH2:41][CH2:42][C:43](=[O:44])[CH2:37][S:34]([N:31]1[CH2:32][CH2:33][N:28]([C:25]2[CH:24]=[CH:23][C:22]([F:21])=[CH:27][CH:26]=2)[CH2:29][CH2:30]1)(=[O:35])=[O:36]. The catalyst class is: 49. (3) Reactant: [OH:1][C:2]1[C:7]([N+:8]([O-:10])=[O:9])=[CH:6][C:5]([CH3:11])=[CH:4][N:3]=1.[C:12]([O-])([O-])=O.[K+].[K+].CI.CCOCC. Product: [CH3:12][N:3]1[CH:4]=[C:5]([CH3:11])[CH:6]=[C:7]([N+:8]([O-:10])=[O:9])[C:2]1=[O:1]. The catalyst class is: 3. (4) Reactant: [NH2:1][C@H:2]([C:15]([O:17][C:18]([CH3:21])([CH3:20])[CH3:19])=[O:16])[CH2:3][CH2:4][CH2:5][CH2:6][NH:7][C:8]([O:10][C:11]([CH3:14])([CH3:13])[CH3:12])=[O:9].Cl.C(N(CC)CC)C.[O:30]=[C:31]1[N:35]([S:36](Cl)(=[O:38])=[O:37])[CH2:34][CH2:33][O:32]1.Cl. Product: [C:11]([O:10][C:8]([NH:7][CH2:6][CH2:5][CH2:4][CH2:3][C@H:2]([NH:1][S:36]([N:35]1[CH2:34][CH2:33][O:32][C:31]1=[O:30])(=[O:38])=[O:37])[C:15]([O:17][C:18]([CH3:21])([CH3:20])[CH3:19])=[O:16])=[O:9])([CH3:12])([CH3:13])[CH3:14]. The catalyst class is: 4.